Dataset: Peptide-MHC class II binding affinity with 134,281 pairs from IEDB. Task: Regression. Given a peptide amino acid sequence and an MHC pseudo amino acid sequence, predict their binding affinity value. This is MHC class II binding data. (1) The MHC is DRB3_0101 with pseudo-sequence DRB3_0101. The peptide sequence is EIESCRKNSCECNFE. The binding affinity (normalized) is 0.0456. (2) The peptide sequence is GENGRKTRSAYERMC. The MHC is DRB5_0101 with pseudo-sequence DRB5_0101. The binding affinity (normalized) is 0.175. (3) The peptide sequence is KVTFLSQVHPSPLLT. The MHC is H-2-IAb with pseudo-sequence H-2-IAb. The binding affinity (normalized) is 0.556. (4) The peptide sequence is GKWYLKAMTADQEVPE. The MHC is HLA-DPA10201-DPB11401 with pseudo-sequence HLA-DPA10201-DPB11401. The binding affinity (normalized) is 0.464. (5) The peptide sequence is AMEVASQARQMVQAM. The MHC is DRB1_1501 with pseudo-sequence DRB1_1501. The binding affinity (normalized) is 0.470. (6) The peptide sequence is EKKYFAATQFEPLAS. The MHC is HLA-DPA10201-DPB11401 with pseudo-sequence HLA-DPA10201-DPB11401. The binding affinity (normalized) is 0.575. (7) The peptide sequence is SRKECPFSNRVWNSF. The MHC is HLA-DQA10201-DQB10303 with pseudo-sequence HLA-DQA10201-DQB10303. The binding affinity (normalized) is 0.558. (8) The peptide sequence is VPEDPEDSALLE. The MHC is DRB1_1302 with pseudo-sequence DRB1_1302. The binding affinity (normalized) is 0.